This data is from Forward reaction prediction with 1.9M reactions from USPTO patents (1976-2016). The task is: Predict the product of the given reaction. (1) The product is: [CH:21]12[N:27]([C:28]3[CH:34]=[CH:33][C:31]([NH:32][C:12]([CH:10]4[O:11][C:6]5[CH:5]=[CH:4][C:3]([C:1]#[N:2])=[CH:20][C:7]=5[N:8]([C:15]([O:17][CH2:18][CH3:19])=[O:16])[CH2:9]4)=[O:14])=[C:30]([C:35]#[C:36][CH2:37][N:38]([CH3:40])[CH3:39])[CH:29]=3)[CH:24]([CH2:25][CH2:26]1)[CH2:23][CH2:22]2. Given the reactants [C:1]([C:3]1[CH:4]=[CH:5][C:6]2[O:11][CH:10]([C:12]([OH:14])=O)[CH2:9][N:8]([C:15]([O:17][CH2:18][CH3:19])=[O:16])[C:7]=2[CH:20]=1)#[N:2].[CH:21]12[N:27]([C:28]3[CH:34]=[CH:33][C:31]([NH2:32])=[C:30]([C:35]#[C:36][CH2:37][N:38]([CH3:40])[CH3:39])[CH:29]=3)[CH:24]([CH2:25][CH2:26]1)[CH2:23][CH2:22]2.N1C=CC=CC=1.C(P1(=O)OP(CCC)(=O)OP(CCC)(=O)O1)CC, predict the reaction product. (2) Given the reactants [CH3:1][O:2][C:3]1[CH:4]=[C:5]([CH:20]=[CH:21][CH:22]=1)[CH2:6][O:7][C:8]1[CH:16]=[CH:15][CH:14]=[C:10]([C:11]([OH:13])=O)[C:9]=1[C:17]([OH:19])=O.Cl.[NH2:24][CH:25]1[CH2:31][CH2:30][C:29](=[O:32])[NH:28][C:26]1=[O:27], predict the reaction product. The product is: [O:27]=[C:26]1[CH:25]([N:24]2[C:17](=[O:19])[C:9]3[C:10](=[CH:14][CH:15]=[CH:16][C:8]=3[O:7][CH2:6][C:5]3[CH:20]=[CH:21][CH:22]=[C:3]([O:2][CH3:1])[CH:4]=3)[C:11]2=[O:13])[CH2:31][CH2:30][C:29](=[O:32])[NH:28]1. (3) Given the reactants [H-].[Na+].[C:3]([O:7][C:8]([N:10]1[CH2:15][CH2:14][CH:13]([C:16](=[O:26])[NH:17][C:18]2[CH:23]=[CH:22][C:21]([Cl:24])=[C:20]([Cl:25])[CH:19]=2)[CH2:12][CH2:11]1)=[O:9])([CH3:6])([CH3:5])[CH3:4].Br[CH2:28][CH3:29], predict the reaction product. The product is: [C:3]([O:7][C:8]([N:10]1[CH2:15][CH2:14][CH:13]([C:16](=[O:26])[N:17]([C:18]2[CH:23]=[CH:22][C:21]([Cl:24])=[C:20]([Cl:25])[CH:19]=2)[CH2:28][CH3:29])[CH2:12][CH2:11]1)=[O:9])([CH3:6])([CH3:4])[CH3:5]. (4) Given the reactants [Si]([O:8][CH2:9][C:10]1[C:11]([F:38])=[N:12][CH:13]=[CH:14][C:15]=1[C:16]1[C:17]([CH3:37])=[N:18][O:19][C:20]=1[C@@H:21]([NH:30][S@:31]([C:33]([CH3:36])([CH3:35])[CH3:34])=[O:32])[CH2:22][C:23]([O:25][C:26]([CH3:29])([CH3:28])[CH3:27])=[O:24])(C(C)(C)C)(C)C.[F-].C([N+](CCCC)(CCCC)CCCC)CCC.CO, predict the reaction product. The product is: [CH3:35][C:33]([CH3:36])([S@@:31]([NH:30][C@H:21]([C:20]1[O:19][N:18]=[C:17]([CH3:37])[C:16]=1[C:15]1[CH:14]=[CH:13][N:12]=[C:11]([F:38])[C:10]=1[CH2:9][OH:8])[CH2:22][C:23]([O:25][C:26]([CH3:27])([CH3:28])[CH3:29])=[O:24])=[O:32])[CH3:34]. (5) Given the reactants [C:1]1([C:7]2[N:12]=[C:11]3[NH:13][C:14](=[S:16])[O:15][C:10]3=[CH:9][CH:8]=2)[CH:6]=[CH:5][CH:4]=[CH:3][CH:2]=1.[C:17](=O)([O-])[O-].[K+].[K+].CI, predict the reaction product. The product is: [CH3:17][S:16][C:14]1[O:15][C:10]2[C:11]([N:13]=1)=[N:12][C:7]([C:1]1[CH:2]=[CH:3][CH:4]=[CH:5][CH:6]=1)=[CH:8][CH:9]=2. (6) Given the reactants [F:1][C:2]1[CH:7]=[CH:6][C:5]([N:8]2[C:16]3[C:11](=[CH:12][C:13]([O:17][C@H:18]([C:22]4[CH:27]=[CH:26][CH:25]=[C:24]([O:28][CH3:29])[CH:23]=4)[C@@H:19]([NH2:21])[CH3:20])=[CH:14][CH:15]=3)[CH:10]=[N:9]2)=[CH:4][CH:3]=1.[S:30]1[CH:34]=[CH:33][C:32]([C:35](O)=[O:36])=[CH:31]1, predict the reaction product. The product is: [F:1][C:2]1[CH:3]=[CH:4][C:5]([N:8]2[C:16]3[C:11](=[CH:12][C:13]([O:17][C@H:18]([C:22]4[CH:27]=[CH:26][CH:25]=[C:24]([O:28][CH3:29])[CH:23]=4)[C@@H:19]([NH:21][C:35]([C:32]4[CH:33]=[CH:34][S:30][CH:31]=4)=[O:36])[CH3:20])=[CH:14][CH:15]=3)[CH:10]=[N:9]2)=[CH:6][CH:7]=1. (7) Given the reactants [S:1]1[CH:5]=[CH:4][N:3]=[C:2]1[CH:6]=[N:7][CH:8]([CH2:16][CH:17]([CH3:19])[CH3:18])[C:9]([O:11][C:12]([CH3:15])([CH3:14])[CH3:13])=[O:10].[CH:20]([C:22]1[CH:27]=[N:26][CH:25]=[CH:24][N:23]=1)=[CH2:21].[Br-].[Li+].C(N(CC)CC)C.[Cl-].[NH4+], predict the reaction product. The product is: [CH2:16]([C@@:8]1([C:9]([O:11][C:12]([CH3:13])([CH3:14])[CH3:15])=[O:10])[CH2:21][C@H:20]([C:22]2[CH:27]=[N:26][CH:25]=[CH:24][N:23]=2)[C@H:6]([C:2]2[S:1][CH:5]=[CH:4][N:3]=2)[NH:7]1)[CH:17]([CH3:19])[CH3:18]. (8) Given the reactants C1(P(N=[N+]=[N-])(C2C=CC=CC=2)=[O:8])C=CC=CC=1.[CH3:18][S:19]([C:22]1[CH:27]=[CH:26][C:25]([CH2:28]C(O)=O)=[CH:24][CH:23]=1)(=[O:21])=[O:20].C([N:34]([CH2:37]C)CC)C, predict the reaction product. The product is: [CH3:18][S:19]([C:22]1[CH:23]=[CH:24][C:25]([CH2:28][N:34]=[C:37]=[O:8])=[CH:26][CH:27]=1)(=[O:20])=[O:21].